Dataset: Forward reaction prediction with 1.9M reactions from USPTO patents (1976-2016). Task: Predict the product of the given reaction. (1) Given the reactants [N:1]1([C:7](=[O:17])[C@@H:8]([NH2:16])[CH2:9][C:10]2[CH:15]=[CH:14][N:13]=[CH:12][CH:11]=2)[CH2:6][CH2:5][O:4][CH2:3][CH2:2]1.C([O:25][C:26](=O)[CH:27]([NH:31][C:32]([O:34][C:35]([CH3:38])([CH3:37])[CH3:36])=[O:33])[CH2:28][CH:29]=O)C1C=CC=CC=1.C(O)(=O)C.C(O[BH-](OC(=O)C)OC(=O)C)(=O)C.[Na+], predict the reaction product. The product is: [N:1]1([C:7](=[O:17])[C@@H:8]([N:16]2[CH2:29][CH2:28][C@H:27]([NH:31][C:32](=[O:33])[O:34][C:35]([CH3:37])([CH3:36])[CH3:38])[C:26]2=[O:25])[CH2:9][C:10]2[CH:11]=[CH:12][N:13]=[CH:14][CH:15]=2)[CH2:6][CH2:5][O:4][CH2:3][CH2:2]1. (2) Given the reactants [OH:1][CH2:2][C:3]1[O:4][C:5](=[O:11])[O:6][C:7]=1[CH2:8][CH2:9][CH3:10].N1C=CC=CC=1.[C:18](Cl)(=[O:29])[O:19][C:20]1[CH:25]=[CH:24][C:23]([N+:26]([O-:28])=[O:27])=[CH:22][CH:21]=1.Cl, predict the reaction product. The product is: [C:18](=[O:29])([O:1][CH2:2][C:3]1[O:4][C:5](=[O:11])[O:6][C:7]=1[CH2:8][CH2:9][CH3:10])[O:19][C:20]1[CH:21]=[CH:22][C:23]([N+:26]([O-:28])=[O:27])=[CH:24][CH:25]=1. (3) Given the reactants [NH2:1][C:2]1[CH:3]=[C:4]([N:9]2[CH2:14][CH2:13][O:12][CH2:11][C:10]2=[O:15])[CH:5]=[CH:6][C:7]=1[NH2:8].[NH2:16][C:17]1[C:22]([CH:23]=O)=[CH:21][C:20]([I:25])=[CH:19][N:18]=1.S([O-])(O)=O.[Na+].O, predict the reaction product. The product is: [NH2:16][C:17]1[C:22]([C:23]2[NH:1][C:2]3[CH:3]=[C:4]([N:9]4[CH2:14][CH2:13][O:12][CH2:11][C:10]4=[O:15])[CH:5]=[CH:6][C:7]=3[N:8]=2)=[CH:21][C:20]([I:25])=[CH:19][N:18]=1. (4) Given the reactants [C:1]1(C)C=CC=CC=1P(C1C=CC=CC=1C)C1C=CC=CC=1C.Br[C:24]1[C:25]2[C:30]([C:31]([C:38]3[CH:43]=[CH:42][CH:41]=[CH:40][CH:39]=3)=[C:32]3[C:37]=1[CH:36]=[CH:35][CH:34]=[CH:33]3)=[CH:29][CH:28]=[CH:27][CH:26]=2.[CH:44]1[C:49]2[C:50]3[C:59]([CH:60]=C(B(O)O)[C:48]=2[CH:47]=[CH:46][CH:45]=1)=[CH:58][C:57]1[C:52](=[CH:53][CH:54]=[CH:55][CH:56]=1)[CH:51]=3.P([O-])([O-])([O-])=O.[K+].[K+].[K+], predict the reaction product. The product is: [C:38]1([C:31]2[C:32]3[C:37]([C:24]([C:1]4[CH:60]=[C:59]5[C:50]([CH:51]=[C:52]6[C:57](=[CH:58]5)[CH:56]=[CH:55][CH:54]=[CH:53]6)=[C:49]5[CH:44]=[CH:45][CH:46]=[CH:47][C:48]=45)=[C:25]4[C:30]=2[CH:29]=[CH:28][CH:27]=[CH:26]4)=[CH:36][CH:35]=[CH:34][CH:33]=3)[CH:39]=[CH:40][CH:41]=[CH:42][CH:43]=1. (5) Given the reactants [C:1](=[O:4])([O-])[O-].[K+].[K+].[CH2:7]([N:14]1[C:18]2[C:19]([Cl:23])=[N:20][CH:21]=[CH:22][C:17]=2[NH:16][C:15]1=O)[C:8]1[CH:13]=[CH:12][CH:11]=[CH:10][CH:9]=1.C(O[CH2:29][CH3:30])(=O)C.O, predict the reaction product. The product is: [CH2:7]([N:14]1[C:18]2[C:19]([Cl:23])=[N:20][CH:21]=[CH:22][C:17]=2[N:16]([CH2:15][C:30]2[CH:29]=[CH:11][CH:10]=[CH:9][C:8]=2[C:7]#[N:14])[C:1]1=[O:4])[C:8]1[CH:13]=[CH:12][CH:11]=[CH:10][CH:9]=1.